From a dataset of Full USPTO retrosynthesis dataset with 1.9M reactions from patents (1976-2016). Predict the reactants needed to synthesize the given product. The reactants are: [NH2:1][C:2]1[CH:3]=[CH:4][N:5]([C:7]2[NH:11][C:10]3[CH:12]=[CH:13][CH:14]=[CH:15][C:9]=3[N:8]=2)[N:6]=1.[CH3:16][O:17][C:18]1[CH:27]=[CH:26][C:21]([C:22](=[O:25])[CH2:23]Br)=[CH:20][CH:19]=1.C(=O)([O-])[O-].[K+].[K+]. Given the product [NH2:1][C:2]1[CH:3]=[CH:4][N:5]([C:7]2[N:11]([CH2:23][C:22]([C:21]3[CH:26]=[CH:27][C:18]([O:17][CH3:16])=[CH:19][CH:20]=3)=[O:25])[C:10]3[CH:12]=[CH:13][CH:14]=[CH:15][C:9]=3[N:8]=2)[N:6]=1, predict the reactants needed to synthesize it.